This data is from Full USPTO retrosynthesis dataset with 1.9M reactions from patents (1976-2016). The task is: Predict the reactants needed to synthesize the given product. Given the product [F:69][C:70]1[CH:75]=[CH:74][C:73]([C@@H:76]([OH:88])[CH2:77][CH2:78][CH2:79][C:80]([N:82]2[CH2:83][CH2:84][O:85][CH2:86][CH2:87]2)=[O:81])=[CH:72][CH:71]=1, predict the reactants needed to synthesize it. The reactants are: P([O-])([O-])([O-])=O.[K+].[K+].[K+].C1C=[N+]([C@@H]2O[C@H](COP(OP(OC[C@H]3O[C@@H](N4C5N=CN=C(N)C=5N=C4)[C@H](OP(O)(O)=O)[C@@H]3O)(O)=O)(O)=O)[C@@H](O)[C@H]2O)C=C(C(N)=O)C=1.O=C[C@@H]([C@H]([C@@H]([C@@H](CO)O)O)O)O.[F:69][C:70]1[CH:75]=[CH:74][C:73]([C:76](=[O:88])[CH2:77][CH2:78][CH2:79][C:80]([N:82]2[CH2:87][CH2:86][O:85][CH2:84][CH2:83]2)=[O:81])=[CH:72][CH:71]=1.